Task: Predict which catalyst facilitates the given reaction.. Dataset: Catalyst prediction with 721,799 reactions and 888 catalyst types from USPTO (1) Reactant: C(OC([N:8]1[CH2:12][C@@H:11]([CH2:13][N:14]([CH:31]([CH3:33])[CH3:32])[C:15](=[O:30])[C:16]2[CH:21]=[CH:20][C:19]([O:22][CH3:23])=[C:18]([O:24][CH2:25][CH2:26][CH2:27][O:28][CH3:29])[CH:17]=2)[C@H:10]([CH2:34][OH:35])[CH2:9]1)=O)(C)(C)C.C(O)(C(F)(F)F)=O.C([O-])(O)=O.[Na+]. Product: [OH:35][CH2:34][C@@H:10]1[CH2:9][NH:8][CH2:12][C@H:11]1[CH2:13][N:14]([CH:31]([CH3:33])[CH3:32])[C:15](=[O:30])[C:16]1[CH:21]=[CH:20][C:19]([O:22][CH3:23])=[C:18]([O:24][CH2:25][CH2:26][CH2:27][O:28][CH3:29])[CH:17]=1. The catalyst class is: 2. (2) Reactant: [CH3:1][C:2]1([CH3:36])[C:32](=[O:33])[CH2:31][CH2:30][C@@:29]2([CH3:34])[C:3]1=[CH:4][CH2:5][C@@H:6]1[C@@H:28]2[CH2:27][CH2:26][C@@:25]2([CH3:35])[C@H:7]1[CH2:8][CH2:9][C@@H:10]2[C@@H:11]([CH2:13][O:14][Si:15]([CH:22]([CH3:24])[CH3:23])([CH:19]([CH3:21])[CH3:20])[CH:16]([CH3:18])[CH3:17])[CH3:12].[H-].[Al+3].[Li+].[H-].[H-].[H-].O.[OH-].[Na+]. The catalyst class is: 7. Product: [CH3:36][C:2]1([CH3:1])[C@@H:32]([OH:33])[CH2:31][CH2:30][C@@:29]2([CH3:34])[C:3]1=[CH:4][CH2:5][C@@H:6]1[C@@H:28]2[CH2:27][CH2:26][C@@:25]2([CH3:35])[C@H:7]1[CH2:8][CH2:9][C@@H:10]2[C@@H:11]([CH2:13][O:14][Si:15]([CH:19]([CH3:21])[CH3:20])([CH:16]([CH3:18])[CH3:17])[CH:22]([CH3:23])[CH3:24])[CH3:12].